From a dataset of Full USPTO retrosynthesis dataset with 1.9M reactions from patents (1976-2016). Predict the reactants needed to synthesize the given product. (1) Given the product [CH:3]1[N:4]=[C:5]([C:12]([C:14]2[CH:23]=[C:18]3[C:17](=[CH:16][CH:15]=2)[NH:24][C:25](=[O:30])[N:26]([CH2:27][CH2:28][CH3:29])[C:19]3=[O:21])=[O:13])[N:6]2[CH:11]=[CH:10][CH:9]=[CH:8][C:7]=12, predict the reactants needed to synthesize it. The reactants are: [OH-].[Na+].[CH:3]1[N:4]=[C:5]([C:12]([C:14]2[CH:15]=[CH:16][C:17]([NH:24][C:25](=[O:30])[NH:26][CH2:27][CH2:28][CH3:29])=[C:18]([CH:23]=2)[C:19]([O:21]C)=O)=[O:13])[N:6]2[CH:11]=[CH:10][CH:9]=[CH:8][C:7]=12. (2) Given the product [CH3:18][N:14]1[C:15]2[C:11](=[CH:10][C:9]([OH:8])=[CH:17][CH:16]=2)[CH:12]=[CH:13]1, predict the reactants needed to synthesize it. The reactants are: [Si]([O:8][C:9]1[CH:10]=[C:11]2[C:15](=[CH:16][CH:17]=1)[N:14]([CH3:18])[CH:13]=[CH:12]2)(C(C)(C)C)(C)C. (3) The reactants are: Cl.[C:2]([NH:6][C:7]([C:9]1[CH:28]=[CH:27][C:12]([CH2:13][S:14][C:15]2[C:25]3[CH2:24][CH2:23][NH:22][CH2:21][CH2:20][C:19]=3[CH:18]=[CH:17][C:16]=2[Cl:26])=[CH:11][C:10]=1[F:29])=[O:8])([CH3:5])([CH3:4])[CH3:3].[C:30]([O:34][C:35](N1CCC2C(SCC3C=CC(C(O)=O)=C(F)C=3)=C(Cl)C=CC=2CC1)=[O:36])([CH3:33])([CH3:32])[CH3:31].C(N)(C)(C)C.C(Cl)CCl.C1C=CC2N(O)N=NC=2C=1. Given the product [C:30]([O:34][C:35]([N:22]1[CH2:23][CH2:24][C:25]2[C:15]([S:14][CH2:13][C:12]3[CH:27]=[CH:28][C:9]([C:7](=[O:8])[NH:6][C:2]([CH3:5])([CH3:3])[CH3:4])=[C:10]([F:29])[CH:11]=3)=[C:16]([Cl:26])[CH:17]=[CH:18][C:19]=2[CH2:20][CH2:21]1)=[O:36])([CH3:33])([CH3:32])[CH3:31], predict the reactants needed to synthesize it. (4) Given the product [CH2:1]([O:3][C:4]1[CH:13]=[CH:12][CH:11]=[CH:10][C:5]=1[O:6][CH:7]([OH:9])[CH3:8])[CH3:2].[CH3:14][S:15]([O-:17])(=[O:3])=[O:16], predict the reactants needed to synthesize it. The reactants are: [CH2:1]([O:3][C:4]1[CH:13]=[CH:12][CH:11]=[CH:10][C:5]=1[O:6][CH:7]([OH:9])[CH3:8])[CH3:2].[CH3:14][S:15](Cl)(=[O:17])=[O:16].